From a dataset of Forward reaction prediction with 1.9M reactions from USPTO patents (1976-2016). Predict the product of the given reaction. (1) Given the reactants [F:1][C:2]([F:13])([F:12])[CH2:3][CH:4]([CH2:7][C:8]([F:11])([F:10])[F:9])[CH2:5][OH:6].CC(OI1(OC(C)=O)(OC(C)=O)OC(=O)C2C=CC=CC1=2)=O.S([O-])([O-])(=O)=S.[Na+].[Na+], predict the reaction product. The product is: [F:1][C:2]([F:12])([F:13])[CH2:3][CH:4]([CH2:7][C:8]([F:9])([F:10])[F:11])[CH:5]=[O:6]. (2) Given the reactants [CH2:1]([O:3][C:4]([C:6]1([CH2:12][C:13]2[CH:18]=[CH:17][CH:16]=[CH:15][CH:14]=2)[CH2:11][CH2:10][NH:9][CH2:8][CH2:7]1)=[O:5])[CH3:2].[CH2:19](OC(=O)NCCBr)[C:20]1[CH:25]=[CH:24][CH:23]=[CH:22][CH:21]=1.CCN(C(C)C)C(C)C.CCOCC, predict the reaction product. The product is: [CH2:1]([O:3][C:4]([C:6]1([CH2:12][C:13]2[CH:14]=[CH:15][CH:16]=[CH:17][CH:18]=2)[CH2:7][CH2:8][N:9]([CH2:19][C:20]2[CH:25]=[CH:24][CH:23]=[CH:22][CH:21]=2)[CH2:10][CH2:11]1)=[O:5])[CH3:2]. (3) Given the reactants Br[C:2]1[CH:3]=[C:4]([CH:21]=[C:22]([Cl:24])[CH:23]=1)[CH2:5][O:6][C:7]1[CH:12]=[CH:11][CH:10]=[CH:9][C:8]=1[CH2:13][C:14]([O:16][C:17]([CH3:20])([CH3:19])[CH3:18])=[O:15].[CH2:25]([N:32]1[CH2:37][CH2:36][O:35][CH:34]([CH:38]=[CH2:39])[CH2:33]1)[C:26]1[CH:31]=[CH:30][CH:29]=[CH:28][CH:27]=1.C1(C)C=CC=CC=1P(C1C=CC=CC=1C)C1C=CC=CC=1C.C(N(CC)CC)C, predict the reaction product. The product is: [CH2:25]([N:32]1[CH2:37][CH2:36][O:35][CH:34]([CH:38]=[CH:39][C:2]2[CH:3]=[C:4]([CH:21]=[C:22]([Cl:24])[CH:23]=2)[CH2:5][O:6][C:7]2[CH:12]=[CH:11][CH:10]=[CH:9][C:8]=2[CH2:13][C:14]([O:16][C:17]([CH3:20])([CH3:19])[CH3:18])=[O:15])[CH2:33]1)[C:26]1[CH:27]=[CH:28][CH:29]=[CH:30][CH:31]=1. (4) Given the reactants [Cl:1][C:2]1[C:3]([OH:21])=[C:4]([NH:12][C:13](=O)[C:14]2[CH:19]=[CH:18][N:17]=[CH:16][CH:15]=2)[CH:5]=[C:6]([C:8]([F:11])([F:10])[F:9])[CH:7]=1.O1CCCC1.C1(P(C2C=CC=CC=2)C2C=CC=CC=2)C=CC=CC=1.N(C(OCC)=O)=NC(OCC)=O, predict the reaction product. The product is: [N:17]1[CH:16]=[CH:15][C:14]([C:13]2[O:21][C:3]3[C:2]([Cl:1])=[CH:7][C:6]([C:8]([F:9])([F:10])[F:11])=[CH:5][C:4]=3[N:12]=2)=[CH:19][CH:18]=1.